This data is from Catalyst prediction with 721,799 reactions and 888 catalyst types from USPTO. The task is: Predict which catalyst facilitates the given reaction. (1) Reactant: [Cl:1][C:2]1[C:7]([CH2:8][C:9]([O:11][CH3:12])=[O:10])=[C:6]([N:13]([CH3:15])[CH3:14])[N:5]=[C:4]([S:16][CH2:17][C:18]2[CH:23]=[CH:22][C:21]([N+:24]([O-])=O)=[CH:20][CH:19]=2)[N:3]=1.[Sn](Cl)Cl. Product: [NH2:24][C:21]1[CH:20]=[CH:19][C:18]([CH2:17][S:16][C:4]2[N:3]=[C:2]([Cl:1])[C:7]([CH2:8][C:9]([O:11][CH3:12])=[O:10])=[C:6]([N:13]([CH3:15])[CH3:14])[N:5]=2)=[CH:23][CH:22]=1. The catalyst class is: 8. (2) Reactant: [Cl:1][C:2]1[CH:10]=[C:9]([C:11]([F:14])([F:13])[F:12])[C:5](C(O)=O)=[CH:4][N:3]=1.Cl.[CH3:16][NH:17][O:18][CH3:19].CN1CCOCC1.C(Cl)CCl. Product: [Cl:1][C:2]1[N:3]=[CH:4][C:5]([N:17]([CH3:16])[O:18][CH3:19])=[C:9]([C:11]([F:12])([F:13])[F:14])[CH:10]=1. The catalyst class is: 2. (3) Reactant: [Br:1][C:2]1[C:11]2[C:6](=[C:7]([F:14])[CH:8]=[C:9]([O:12][CH3:13])[CH:10]=2)[N:5]=[CH:4][C:3]=1[C:15]([O:17]CC)=[O:16].[OH-].[Na+].Cl. Product: [Br:1][C:2]1[C:11]2[C:6](=[C:7]([F:14])[CH:8]=[C:9]([O:12][CH3:13])[CH:10]=2)[N:5]=[CH:4][C:3]=1[C:15]([OH:17])=[O:16]. The catalyst class is: 30. (4) Reactant: [Br:1][C:2]1[N:7]=[C:6]([C:8]([OH:10])=O)[CH:5]=[CH:4][CH:3]=1.C(N1C=CN=C1)(N1C=CN=C1)=O.Cl.[CH3:24][C@H:25]1[CH2:30][CH2:29][C@H:28]([NH2:31])[CH2:27][CH2:26]1.C(N(CC)C(C)C)(C)C. Product: [CH3:24][C@H:25]1[CH2:30][CH2:29][C@H:28]([NH:31][C:8](=[O:10])[C:6]2[CH:5]=[CH:4][CH:3]=[C:2]([Br:1])[N:7]=2)[CH2:27][CH2:26]1. The catalyst class is: 42. (5) Reactant: C(OC([NH:8][C@H:9]([C@@H:41]([OH:54])[CH2:42][C@H:43]([C:47](=[O:53])[NH:48][CH2:49][CH2:50][CH2:51][CH3:52])[CH:44]([CH3:46])[CH3:45])[CH2:10][C@@H:11]([CH:38]([CH3:40])[CH3:39])[CH2:12][NH:13][C:14](=[O:37])[C:15]1[CH:20]=[CH:19][C:18]([O:21][CH2:22][C:23](=[O:29])[NH:24][CH2:25][CH2:26][CH2:27][CH3:28])=[CH:17][C:16]=1[O:30][CH2:31][CH2:32][CH2:33][CH2:34][O:35][CH3:36])=O)(C)(C)C.[ClH:55]. Product: [ClH:55].[NH2:8][C@H:9]([C@@H:41]([OH:54])[CH2:42][C@H:43]([C:47](=[O:53])[NH:48][CH2:49][CH2:50][CH2:51][CH3:52])[CH:44]([CH3:45])[CH3:46])[CH2:10][C@@H:11]([CH:38]([CH3:40])[CH3:39])[CH2:12][NH:13][C:14](=[O:37])[C:15]1[CH:20]=[CH:19][C:18]([O:21][CH2:22][C:23](=[O:29])[NH:24][CH2:25][CH2:26][CH2:27][CH3:28])=[CH:17][C:16]=1[O:30][CH2:31][CH2:32][CH2:33][CH2:34][O:35][CH3:36]. The catalyst class is: 12. (6) Reactant: [CH3:1][O:2][C:3]([CH:5]1[CH2:9][O:8][CH2:7][N:6]1[C:10](=[O:15])[C:11]([O:13]C)=O)=[O:4].[CH3:16][C:17]([Mg]Cl)([CH3:20])[CH2:18][CH3:19]. Product: [CH3:16][C:17]([CH3:20])([CH2:18][CH3:19])[C:11](=[O:13])[C:10]([N:6]1[CH:5]([C:3]([O:2][CH3:1])=[O:4])[CH2:9][O:8][CH2:7]1)=[O:15]. The catalyst class is: 1. (7) Reactant: [CH2:1]([C@@H:8]1[CH2:12][O:11][C:10](=[O:13])[N:9]1[C:14](=[O:19])[CH2:15][CH2:16][CH:17]=[CH2:18])[C:2]1[CH:7]=[CH:6][CH:5]=[CH:4][CH:3]=1.[Cl-].[Mg+2].[Cl-].[Na].C(N(CC)CC)C.[CH:31](=[O:40])/[CH:32]=[CH:33]/[C:34]1[CH:39]=[CH:38][CH:37]=[CH:36][CH:35]=1.Cl[Si](C)(C)C. Product: [CH2:16]([C@@H:15]([C@@H:31]([OH:40])/[CH:32]=[CH:33]/[C:34]1[CH:39]=[CH:38][CH:37]=[CH:36][CH:35]=1)[C:14]([N:9]1[C@H:8]([CH2:1][C:2]2[CH:3]=[CH:4][CH:5]=[CH:6][CH:7]=2)[CH2:12][O:11][C:10]1=[O:13])=[O:19])[CH:17]=[CH2:18]. The catalyst class is: 13. (8) Reactant: [Br:1][C:2]1[CH:7]=[CH:6][C:5]([NH:8][C:9]2[CH:14]=[CH:13][N:12]=[C:11](Cl)[N:10]=2)=[CH:4][CH:3]=1.[CH3:16][O:17][C:18]1[CH:19]=[C:20]2[C:24](=[CH:25][CH:26]=1)[CH2:23][NH:22][CH2:21]2.CCN(C(C)C)C(C)C. Product: [Br:1][C:2]1[CH:7]=[CH:6][C:5]([NH:8][C:9]2[CH:14]=[CH:13][N:12]=[C:11]([N:22]3[CH2:21][C:20]4[C:24](=[CH:25][CH:26]=[C:18]([O:17][CH3:16])[CH:19]=4)[CH2:23]3)[N:10]=2)=[CH:4][CH:3]=1. The catalyst class is: 10. (9) Reactant: [CH3:1][O:2][C:3](=[O:27])[CH:4]([CH2:9][C:10]1[CH:15]=[CH:14][C:13]([O:16][CH2:17][CH2:18][O:19]CC2C=CC=CC=2)=[CH:12][CH:11]=1)[C:5]([O:7][CH3:8])=[O:6]. Product: [CH3:8][O:7][C:5](=[O:6])[CH:4]([CH2:9][C:10]1[CH:11]=[CH:12][C:13]([O:16][CH2:17][CH2:18][OH:19])=[CH:14][CH:15]=1)[C:3]([O:2][CH3:1])=[O:27]. The catalyst class is: 78. (10) Reactant: [Cl:1][C:2]1[C:3]([C:39]2[S:43][C:42]([C:44]3([OH:48])[CH2:47][CH2:46][CH2:45]3)=[N:41][CH:40]=2)=[C:4]2[CH:10]=[C:9]([C:11]3[CH:12]=[N:13][N:14]([CH:16]4[CH2:21][CH2:20][N:19](C(OC(C)(C)C)=O)[CH2:18][CH2:17]4)[CH:15]=3)[N:8]([S:29]([C:32]3[CH:38]=[CH:37][C:35]([CH3:36])=[CH:34][CH:33]=3)(=[O:31])=[O:30])[C:5]2=[N:6][CH:7]=1.FC(F)(F)C(O)=O. Product: [Cl:1][C:2]1[C:3]([C:39]2[S:43][C:42]([C:44]3([OH:48])[CH2:45][CH2:46][CH2:47]3)=[N:41][CH:40]=2)=[C:4]2[CH:10]=[C:9]([C:11]3[CH:12]=[N:13][N:14]([CH:16]4[CH2:21][CH2:20][NH:19][CH2:18][CH2:17]4)[CH:15]=3)[N:8]([S:29]([C:32]3[CH:33]=[CH:34][C:35]([CH3:36])=[CH:37][CH:38]=3)(=[O:31])=[O:30])[C:5]2=[N:6][CH:7]=1. The catalyst class is: 4.